From a dataset of Peptide-MHC class II binding affinity with 134,281 pairs from IEDB. Regression. Given a peptide amino acid sequence and an MHC pseudo amino acid sequence, predict their binding affinity value. This is MHC class II binding data. (1) The peptide sequence is VVAPQLPADLMIRII. The MHC is DRB1_1302 with pseudo-sequence DRB1_1302. The binding affinity (normalized) is 0.218. (2) The peptide sequence is SGLFQFIFFLLLAGR. The MHC is DRB1_0401 with pseudo-sequence DRB1_0401. The binding affinity (normalized) is 0.226.